From a dataset of Peptide-MHC class I binding affinity with 185,985 pairs from IEDB/IMGT. Regression. Given a peptide amino acid sequence and an MHC pseudo amino acid sequence, predict their binding affinity value. This is MHC class I binding data. (1) The peptide sequence is AIYVFCISLK. The MHC is HLA-A03:01 with pseudo-sequence HLA-A03:01. The binding affinity (normalized) is 0.530. (2) The peptide sequence is VLAGWLFHV. The MHC is HLA-C07:01 with pseudo-sequence HLA-C07:01. The binding affinity (normalized) is 0.226. (3) The peptide sequence is MFKNFPFFK. The MHC is HLA-A02:12 with pseudo-sequence HLA-A02:12. The binding affinity (normalized) is 0.0847. (4) The peptide sequence is SLFNTIATL. The MHC is HLA-A02:01 with pseudo-sequence HLA-A02:01. The binding affinity (normalized) is 0.370.